This data is from Forward reaction prediction with 1.9M reactions from USPTO patents (1976-2016). The task is: Predict the product of the given reaction. (1) Given the reactants [O:1]1[CH2:6][CH2:5][O:4][C:3]2[C:7]([CH:11]([NH:19]S(C(C)(C)C)=O)[CH2:12][CH2:13][CH2:14][C:15]([O:17][CH3:18])=[O:16])=[CH:8][CH:9]=[CH:10][C:2]1=2.Cl.O1CCOCC1, predict the reaction product. The product is: [NH2:19][CH:11]([C:7]1[C:3]2[O:4][CH2:5][CH2:6][O:1][C:2]=2[CH:10]=[CH:9][CH:8]=1)[CH2:12][CH2:13][CH2:14][C:15]([O:17][CH3:18])=[O:16]. (2) Given the reactants [NH2:1][C:2]1[CH:7]=[CH:6][C:5]([S:8]([NH2:11])(=[O:10])=[O:9])=[CH:4][CH:3]=1.N(C1C=C(S(N)(=O)=O)C=CC=1)=[C:13]=[O:14], predict the reaction product. The product is: [N:1]([C:2]1[CH:7]=[CH:6][C:5]([S:8]([NH2:11])(=[O:9])=[O:10])=[CH:4][CH:3]=1)=[C:13]=[O:14]. (3) Given the reactants [CH3:1][C:2]1[NH:7][C:6](=[O:8])[C:5]([C:9]#[N:10])=[C:4]([CH2:11][CH2:12][CH3:13])[CH:3]=1.N, predict the reaction product. The product is: [NH2:10][CH2:9][C:5]1[C:6](=[O:8])[NH:7][C:2]([CH3:1])=[CH:3][C:4]=1[CH2:11][CH2:12][CH3:13]. (4) Given the reactants [F:1][C:2]([F:21])([F:20])[O:3][C:4]1[CH:5]=[C:6]2[C:14](=[CH:15][CH:16]=1)[NH:13][C:12]1[CH2:11][CH2:10][CH:9]([C:17](O)=[O:18])[CH2:8][C:7]2=1.C(N1C=CN=C1)([N:24]1C=CN=C1)=O, predict the reaction product. The product is: [F:1][C:2]([F:21])([F:20])[O:3][C:4]1[CH:5]=[C:6]2[C:14](=[CH:15][CH:16]=1)[NH:13][C:12]1[CH2:11][CH2:10][CH:9]([C:17]([NH2:24])=[O:18])[CH2:8][C:7]2=1. (5) Given the reactants [CH3:1][C:2]1([O:19][C@H:18]([CH2:20][O:21][CH2:22][C:23]2[CH:28]=[CH:27][C:26]([Cl:29])=[CH:25][C:24]=2[Cl:30])[C@@H:7]([O:8][CH2:9][C:10]2[CH:15]=[CH:14][C:13]([Cl:16])=[CH:12][C:11]=2[Cl:17])[C@H:5]1[OH:6])[O:3][CH3:4].[CH3:31][C:32](OC(C)=O)=[O:33].O, predict the reaction product. The product is: [CH3:1][C:2]1([O:19][C@H:18]([CH2:20][O:21][CH2:22][C:23]2[CH:28]=[CH:27][C:26]([Cl:29])=[CH:25][C:24]=2[Cl:30])[C@@H:7]([O:8][CH2:9][C:10]2[CH:15]=[CH:14][C:13]([Cl:16])=[CH:12][C:11]=2[Cl:17])[C@H:5]1[O:6][C:32](=[O:33])[CH3:31])[O:3][CH3:4]. (6) Given the reactants [F:1][C:2]([F:14])([F:13])[O:3][C:4]1[CH:9]=[CH:8][C:7]([CH2:10][C:11]#[N:12])=[CH:6][CH:5]=1.[H][H], predict the reaction product. The product is: [F:1][C:2]([F:13])([F:14])[O:3][C:4]1[CH:5]=[CH:6][C:7]([CH2:10][CH2:11][NH2:12])=[CH:8][CH:9]=1. (7) The product is: [CH3:17][N:15]1[C:14](=[O:18])[CH2:13][N:12]2[CH:5]=[C:2]([CH:3]=[O:4])[N:10]=[C:11]2[CH2:16]1.[CH3:17][N:15]1[C:14](=[O:18])[CH2:13][N:12]2[C:2]([CH:3]=[O:4])=[CH:5][N:10]=[C:11]2[CH2:16]1. Given the reactants Br[C:2](=[CH:5]OC(C)C)[CH:3]=[O:4].[NH2:10][C:11]1[CH2:16][N:15]([CH3:17])[C:14](=[O:18])[CH2:13][N:12]=1.C(N(CC)CC)C, predict the reaction product. (8) Given the reactants CS(O[CH2:6][CH2:7][CH2:8][N:9]1[CH2:13][CH2:12][N:11]([CH2:14][CH2:15][N:16]2[CH2:21][CH2:20][CH2:19][CH2:18][CH2:17]2)[C:10]1=[C:22]([C:25]#[N:26])[C:23]#[N:24])(=O)=O.[CH2:27]1[C:36]2[C:31](=[CH:32][CH:33]=[CH:34][CH:35]=2)[CH2:30][CH2:29][NH:28]1.[I-].[K+].O, predict the reaction product. The product is: [CH2:27]1[C:36]2[C:31](=[CH:32][CH:33]=[CH:34][CH:35]=2)[CH2:30][CH2:29][N:28]1[CH2:6][CH2:7][CH2:8][N:9]1[CH2:13][CH2:12][N:11]([CH2:14][CH2:15][N:16]2[CH2:21][CH2:20][CH2:19][CH2:18][CH2:17]2)[C:10]1=[C:22]([C:25]#[N:26])[C:23]#[N:24]. (9) Given the reactants Cl[C:2]1[C:3]([CH3:13])=[N:4][C:5]2[C:10]([N:11]=1)=[C:9]([Cl:12])[CH:8]=[CH:7][CH:6]=2.[Cl:14][C:15]1[CH:20]=[CH:19][C:18]([F:21])=[CH:17][C:16]=1B(O)O.C(O)(O)=O, predict the reaction product. The product is: [Cl:12][C:9]1[CH:8]=[CH:7][CH:6]=[C:5]2[C:10]=1[N:11]=[C:2]([C:20]1[CH:19]=[C:18]([F:21])[CH:17]=[CH:16][C:15]=1[Cl:14])[C:3]([CH3:13])=[N:4]2. (10) Given the reactants [CH2:1]([N:5]1[C:10](=[O:11])[C:9]([CH2:12]OS(C)(=O)=O)=[CH:8][C:7]([C:18]2[CH:23]=[CH:22][C:21]([S:24][CH3:25])=[CH:20][CH:19]=2)=[N:6]1)[CH:2]([CH3:4])[CH3:3].[CH2:26]([NH2:29])[C:27]#[CH:28], predict the reaction product. The product is: [CH2:1]([N:5]1[C:10](=[O:11])[C:9]([CH2:12][NH:29][CH2:26][C:27]#[CH:28])=[CH:8][C:7]([C:18]2[CH:23]=[CH:22][C:21]([S:24][CH3:25])=[CH:20][CH:19]=2)=[N:6]1)[CH:2]([CH3:4])[CH3:3].